This data is from Reaction yield outcomes from USPTO patents with 853,638 reactions. The task is: Predict the reaction yield, written as a fraction of the theoretical maximum amount of product (1.0 means a 100% yield; for example, 0.34 means a 34% yield). (1) The reactants are [NH2:1][CH:2]([CH2:12][C:13]1[CH:18]=[CH:17][C:16]([C:19]([F:22])([F:21])[F:20])=[CH:15][CH:14]=1)[CH:3]([C:5]1[CH:10]=[CH:9][C:8]([F:11])=[CH:7][CH:6]=1)[OH:4].[F:23][CH:24]([F:38])[C:25]1[C:34]2[C:29](=[CH:30][CH:31]=[CH:32][CH:33]=2)[C:28]([C:35](O)=[O:36])=[CH:27][CH:26]=1.Cl.C(N=C=NCCCN(C)C)C.ON1C2C=CC=CC=2N=N1. The catalyst is C(#N)C.O. The product is [F:23][CH:24]([F:38])[C:25]1[C:34]2[C:29](=[CH:30][CH:31]=[CH:32][CH:33]=2)[C:28]([C:35]([NH:1][C@@H:2]([CH2:12][C:13]2[CH:18]=[CH:17][C:16]([C:19]([F:22])([F:20])[F:21])=[CH:15][CH:14]=2)[C@@H:3]([C:5]2[CH:10]=[CH:9][C:8]([F:11])=[CH:7][CH:6]=2)[OH:4])=[O:36])=[CH:27][CH:26]=1. The yield is 0.830. (2) The reactants are [C:1]([C:3]1[N:11]=[CH:10][C:9]2[NH:8][C:7]3[N:12]=[CH:13][C:14]([C:16]4[CH:21]=[CH:20][C:19]([CH2:22][N:23]5[CH2:28][CH2:27][CH2:26][CH2:25][CH2:24]5)=[CH:18][CH:17]=4)=[CH:15][C:6]=3[C:5]=2[CH:4]=1)#[N:2].C1(C2[O:37]N2S(C2C=CC=CC=2)(=O)=O)C=CC=CC=1. The catalyst is C(Cl)Cl. The product is [C:1]([C:3]1[N:11]=[CH:10][C:9]2[NH:8][C:7]3=[N+:12]([O-:37])[CH:13]=[C:14]([C:16]4[CH:17]=[CH:18][C:19]([CH2:22][N:23]5[CH2:28][CH2:27][CH2:26][CH2:25][CH2:24]5)=[CH:20][CH:21]=4)[CH:15]=[C:6]3[C:5]=2[CH:4]=1)#[N:2]. The yield is 0.900.